Dataset: Experimentally validated miRNA-target interactions with 360,000+ pairs, plus equal number of negative samples. Task: Binary Classification. Given a miRNA mature sequence and a target amino acid sequence, predict their likelihood of interaction. (1) The miRNA is hsa-miR-6821-3p with sequence UGACCUCUCCGCUCCGCACAG. The protein sequence of the target gene is MGILYSEPICQAAYQNDFGQVWRWVKEDSSYANVQDGFNGDTPLICACRRGHVRIVSFLLRRNANVNLKNQKERTCLHYAVKKKFTFIDYLLIILLMPVLLIGYFLMVSKTKQNEALVRMLLDAGVEVNATDCYGCTALHYACEMKNQSLIPLLLEARADPTIKNKHGESSLDIARRLKFSQIELMLRKAL. Result: 0 (no interaction). (2) The miRNA is hsa-miR-26b-5p with sequence UUCAAGUAAUUCAGGAUAGGU. The protein sequence of the target gene is MSVAGLKKQFHKATQKVSEKVGGAEGTKLDDDFKEMERKVDVTSRAVMEIMTKTIEYLQPNPASRAKLSMINTMSKIRGQEKGPGYPQAEALLAEAMLKFGRELGDDCNFGPALGEVGEAMRELSEVKDSLDIEVKQNFIDPLQNLHDKDLREIQHHLKKLEGRRLDFDYKKKRQGKIPDEELRQALEKFDESKEIAESSMFNLLEMDIEQVSQLSALVQAQLEYHKQAVQILQQVTVRLEERIRQASSQPRREYQPKPRMSLEFPTGDSTQPNGGLSHTGTPKPSGVQMDQPCCRALYD.... Result: 1 (interaction). (3) The miRNA is hsa-miR-3923 with sequence AACUAGUAAUGUUGGAUUAGGG. The protein sequence of the target gene is MSSPGIDGDPKPPCLPRNGLVKLPGQPNGLGAASITKGTPAAKNRPCQPPPPPTLPPPSLATPLSRVALAGGPCPPASGPASGPVSGPPVERPPLATDEKILNGLFWYFSACEKCILAQVCKAWRRVLYQPKFWAGLTPVLHAKELYNVLPGGEKEFVNLQGFAARGFEGFCLVGVSDLDICEFIDNYSLSKKGVKAMSLKRSTITDAGLEVMLEQMQGVVRLELSGCNDFTEAGLWSSLSARITSLSVSDCINVADDAIAAISQLLPNLAELSLQAYHVTDTALAYFTARQGHSTHTLR.... Result: 0 (no interaction). (4) The miRNA is hsa-miR-5008-3p with sequence CCUGUGCUCCCAGGGCCUCGC. The protein sequence of the target gene is MSSPGTESAGKSLQYRVDHLLSAVENELQAGSEKGDPTERELRVGLEESELWLRFKELTNEMIVTKNGRRMFPVLKVNVSGLDPNAMYSFLLDFVAADNHRWKYVNGEWVPGGKPEPQAPSCVYIHPDSPNFGAHWMKAPVSFSKVKLTNKLNGGGQIMLNSLHKYEPRIHIVRVGGPQRMITSHCFPETQFIAVTAYQNEEITALKIKYNPFAKAFLDAKERSDHKEMMEEPGDSQQPGYSQWGWLLPGTSTLCPPANPHPQFGGALSLPSTHSCDRYPTLRSHRSSPYPSPYAHRNNS.... Result: 0 (no interaction). (5) The protein sequence of the target gene is MTPNSTGEVPSPIPKGALGLSLALASLIITANLLLALGIAWDRRLRSPPAGCFFLSLLLAGLLTGLALPTLPGLWNQSRRGYWSCLLVYLAPNFSFLSLLANLLLVHGERYMAVLRPLQPPGSIRLALLLTWAGPLLFASLPALGWNHWTPGANCSSQAIFPAPYLYLEVYGLLLPAVGAAAFLSVRVLATAHRQLQDICRLERAVCRDEPSALARALTWRQARAQAGAMLLFGLCWGPYVATLLLSVLAYEQRPPLGPGTLLSLLSLGSASAAAVPVAMGLGDQRYTAPWRAAAQRCLQ.... Result: 0 (no interaction). The miRNA is hsa-miR-6814-5p with sequence UCCCAAGGGUGAGAUGCUGCCA. (6) The miRNA is hsa-miR-4787-5p with sequence GCGGGGGUGGCGGCGGCAUCCC. The protein sequence of the target gene is MLNMESAGVSAAMAGLSKSLTTPFSINDILTRSNPETRRMSSVDSEPEPEKLKPSSDRERSISKSPPLCCRDLGLYKLTQPKEIQPSARQPSNYLQYYAAAMDNNNHHHQATGTSNSSAADYMQRKLAYFGSTLAAPLDMRRCTSNDSDCDSPPPLSSSPSESPLSHDGSGLSRKKRSRAAFSHAQVFELERRFAQQRYLSGPERSEMAKSLRLTETQVKIWFQNRRYKTKRKQIQQHEAALLGASKRVPVQVLVREDGSTTYAHMAAPGAGHGLDPALINIYRHQLQLAYGGLPLPQMQ.... Result: 0 (no interaction).